Dataset: Peptide-MHC class I binding affinity with 185,985 pairs from IEDB/IMGT. Task: Regression. Given a peptide amino acid sequence and an MHC pseudo amino acid sequence, predict their binding affinity value. This is MHC class I binding data. (1) The peptide sequence is VMWAGPWSS. The MHC is HLA-B46:01 with pseudo-sequence HLA-B46:01. The binding affinity (normalized) is 0.0847. (2) The peptide sequence is LIIDEVHEH. The MHC is HLA-A11:01 with pseudo-sequence HLA-A11:01. The binding affinity (normalized) is 0. (3) The peptide sequence is ATLFGSHAR. The MHC is HLA-A03:01 with pseudo-sequence HLA-A03:01. The binding affinity (normalized) is 0.357. (4) The peptide sequence is GMSWITQGL. The MHC is HLA-A80:01 with pseudo-sequence HLA-A80:01. The binding affinity (normalized) is 0.0847. (5) The peptide sequence is TTNTQNNDW. The MHC is SLA-10401 with pseudo-sequence SLA-10401. The binding affinity (normalized) is 0.625. (6) The peptide sequence is HIPEVCLKW. The MHC is HLA-B40:01 with pseudo-sequence HLA-B40:01. The binding affinity (normalized) is 0.0847.